From a dataset of Forward reaction prediction with 1.9M reactions from USPTO patents (1976-2016). Predict the product of the given reaction. (1) Given the reactants [CH3:1][NH:2][C:3]([C@@:5]1([N:15]2[CH:23]=[N:22][C:21]3[C:16]2=[N:17][C:18]([Cl:33])=[N:19][C:20]=3[NH:24][CH2:25][C:26]2[CH:31]=[CH:30][CH:29]=[C:28]([I:32])[CH:27]=2)[C@@H:12]2[C@@H:8]([O:9]C(C)(C)[O:11]2)[CH2:7][S:6]1)=[O:4], predict the reaction product. The product is: [CH3:1][NH:2][C:3]([C@@:5]1([N:15]2[CH:23]=[N:22][C:21]3[C:16]2=[N:17][C:18]([Cl:33])=[N:19][C:20]=3[NH:24][CH2:25][C:26]2[CH:31]=[CH:30][CH:29]=[C:28]([I:32])[CH:27]=2)[C@@H:12]([OH:11])[C@@H:8]([OH:9])[CH2:7][S:6]1)=[O:4]. (2) Given the reactants [CH3:1][N:2]([CH3:27])[CH2:3][CH2:4][N:5]1[C:9]2[N:10]=[C:11]([C:20]3[CH:26]=[CH:25][C:23]([NH2:24])=[CH:22][CH:21]=3)[N:12]=[C:13]([N:14]3[CH2:19][CH2:18][O:17][CH2:16][CH2:15]3)[C:8]=2[CH:7]=[CH:6]1.CCN(CC)CC.ClC(Cl)(O[C:39](=[O:45])OC(Cl)(Cl)Cl)Cl.[NH2:47][C:48]1[CH:49]=[N:50][CH:51]=[CH:52][CH:53]=1, predict the reaction product. The product is: [CH3:1][N:2]([CH3:27])[CH2:3][CH2:4][N:5]1[C:9]2[N:10]=[C:11]([C:20]3[CH:26]=[CH:25][C:23]([NH:24][C:39]([NH:47][C:48]4[CH:49]=[N:50][CH:51]=[CH:52][CH:53]=4)=[O:45])=[CH:22][CH:21]=3)[N:12]=[C:13]([N:14]3[CH2:15][CH2:16][O:17][CH2:18][CH2:19]3)[C:8]=2[CH:7]=[CH:6]1. (3) Given the reactants O.[CH3:2][O:3][C:4]1[CH:9]=[C:8]([N+:10]([O-:12])=[O:11])[CH:7]=[CH:6][C:5]=1[C:13]1[O:17][CH:16]=[N:15][C:14]=1[C:18]([OH:20])=[O:19], predict the reaction product. The product is: [CH3:2][O:3][C:4]1[CH:9]=[C:8]([N+:10]([O-:12])=[O:11])[CH:7]=[CH:6][C:5]=1[C:13]1[O:17][CH:16]=[N:15][C:14]=1[C:18]([OH:20])=[O:19].[CH3:2][O:3][C:4]1[CH:9]=[C:8]([N+:10]([O-:12])=[O:11])[CH:7]=[CH:6][C:5]=1[C:13]1[O:17][CH:16]=[N:15][CH:14]=1.